This data is from Full USPTO retrosynthesis dataset with 1.9M reactions from patents (1976-2016). The task is: Predict the reactants needed to synthesize the given product. (1) Given the product [CH2:18]=[C:19]1[CH2:21][C@@H:6]([C:7]([O:9][CH3:10])=[O:8])[C@H:5]([C:4]2[CH:11]=[CH:12][CH:13]=[C:2]([F:1])[CH:3]=2)[CH2:20]1, predict the reactants needed to synthesize it. The reactants are: [F:1][C:2]1[CH:3]=[C:4]([CH:11]=[CH:12][CH:13]=1)/[CH:5]=[CH:6]/[C:7]([O:9][CH3:10])=[O:8].C(O[CH2:18][C:19]([CH2:21][Si](C)(C)C)=[CH2:20])(=O)C. (2) Given the product [CH3:15][O:14][N:13]=[C:11]1[CH2:12][N:8]([C:6]([C:32]2[CH:31]=[CH:30][C:29]([C:21]3[CH:22]=[CH:23][CH:24]=[CH:25][C:20]=3[CH3:19])=[CH:34][CH:33]=2)=[O:7])[C@H:9]([C:16]([NH:43][CH2:42][CH2:41][C:35]2[CH:40]=[CH:39][CH:38]=[CH:37][CH:36]=2)=[O:18])[CH2:10]1, predict the reactants needed to synthesize it. The reactants are: C(O[C:6]([N:8]1[CH2:12][C:11](=[N:13][O:14][CH3:15])[CH2:10][C@H:9]1[C:16]([OH:18])=O)=[O:7])(C)(C)C.[CH3:19][C:20]1[CH:25]=[C:24](C(O)=O)[CH:23]=[CH:22][C:21]=1[C:29]1[CH:34]=[CH:33][CH:32]=[CH:31][CH:30]=1.[C:35]1([CH2:41][CH2:42][NH2:43])[CH:40]=[CH:39][CH:38]=[CH:37][CH:36]=1. (3) Given the product [Cl:14][CH2:15][C:16]1[N:13]=[C:11](/[CH:10]=[CH:9]/[C:3]2[CH:4]=[CH:5][C:6]([F:8])=[CH:7][C:2]=2[F:1])[O:12][CH:18]=1, predict the reactants needed to synthesize it. The reactants are: [F:1][C:2]1[CH:7]=[C:6]([F:8])[CH:5]=[CH:4][C:3]=1/[CH:9]=[CH:10]/[C:11]([NH2:13])=[O:12].[Cl:14][CH2:15][C:16]([CH2:18]Cl)=O. (4) Given the product [Cl:4][C:5]1[C:10]([N+:11]([O-:13])=[O:12])=[C:9]([O:2][CH3:1])[N:8]=[CH:7][N:6]=1, predict the reactants needed to synthesize it. The reactants are: [CH3:1][O-:2].[Na+].[Cl:4][C:5]1[C:10]([N+:11]([O-:13])=[O:12])=[C:9](Cl)[N:8]=[CH:7][N:6]=1. (5) Given the product [CH3:18][O:17][C:11]1[CH:10]=[C:9]([NH:8][C:5]2[N:4]=[C:3]([N:19]3[CH:23]=[CH:22][C:21]([C:24]([F:27])([F:26])[F:25])=[N:20]3)[C:2]([C:33]3[CH:34]=[C:35]([C:36]([O:38][CH3:39])=[O:37])[C:30]([O:29][CH3:28])=[N:31][CH:32]=3)=[CH:7][N:6]=2)[CH:14]=[C:13]([O:15][CH3:16])[CH:12]=1, predict the reactants needed to synthesize it. The reactants are: Br[C:2]1[C:3]([N:19]2[CH:23]=[CH:22][C:21]([C:24]([F:27])([F:26])[F:25])=[N:20]2)=[N:4][C:5]([NH:8][C:9]2[CH:14]=[C:13]([O:15][CH3:16])[CH:12]=[C:11]([O:17][CH3:18])[CH:10]=2)=[N:6][CH:7]=1.[CH3:28][O:29][C:30]1[C:35]([C:36]([O:38][CH3:39])=[O:37])=[CH:34][C:33](B2OC(C)(C)C(C)(C)O2)=[CH:32][N:31]=1.C(Cl)Cl.C(=O)([O-])[O-].[Na+].[Na+]. (6) Given the product [C:1]1(=[N:7][OH:8])[CH2:6][CH2:5][CH2:4][CH2:3][CH2:2]1.[C:9]1(=[O:10])[NH:7][CH2:1][CH2:2][CH2:3][CH2:4][CH2:5]1, predict the reactants needed to synthesize it. The reactants are: [C:1]1(=[N:7][OH:8])[CH2:6][CH2:5][CH2:4][CH2:3][CH2:2]1.[CH3:9][OH:10]. (7) Given the product [CH:23]([N:18]1[C:17]([C:11]2[S:12][C:13]3[CH2:14][CH2:15][O:16][C:7]4[CH:6]=[C:5]([CH:3]5[CH2:4][N:1]([CH2:35][CH:36]([OH:40])[CH2:37][O:38][CH3:39])[CH2:2]5)[CH:27]=[CH:26][C:8]=4[C:9]=3[N:10]=2)=[N:21][C:20]([CH3:22])=[N:19]1)([CH3:25])[CH3:24], predict the reactants needed to synthesize it. The reactants are: [NH:1]1[CH2:4][CH:3]([C:5]2[CH:27]=[CH:26][C:8]3[C:9]4[N:10]=[C:11]([C:17]5[N:18]([CH:23]([CH3:25])[CH3:24])[N:19]=[C:20]([CH3:22])[N:21]=5)[S:12][C:13]=4[CH2:14][CH2:15][O:16][C:7]=3[CH:6]=2)[CH2:2]1.C(=O)([O-])[O-].[Cs+].[Cs+].Cl[CH2:35][CH:36]([OH:40])[CH2:37][O:38][CH3:39].[I-].[Na+].